From a dataset of Reaction yield outcomes from USPTO patents with 853,638 reactions. Predict the reaction yield, written as a fraction of the theoretical maximum amount of product (1.0 means a 100% yield; for example, 0.34 means a 34% yield). (1) The reactants are Cl[C:2]1[N:7]2[N:8]=[C:9]([C:23]3[N:24]=[C:25]([CH3:28])[S:26][CH:27]=3)[C:10]([C:11]3[CH:16]=[CH:15][N:14]=[C:13]([NH:17][CH:18]4[CH2:22][CH2:21][CH2:20][CH2:19]4)[CH:12]=3)=[C:6]2[CH:5]=[CH:4][CH:3]=1.[CH:29]1([NH2:34])[CH2:33][CH2:32][CH2:31][CH2:30]1. The catalyst is C(OCC)(=O)C. The product is [CH:29]1([NH:34][C:2]2[N:7]3[N:8]=[C:9]([C:23]4[N:24]=[C:25]([CH3:28])[S:26][CH:27]=4)[C:10]([C:11]4[CH:16]=[CH:15][N:14]=[C:13]([NH:17][CH:18]5[CH2:22][CH2:21][CH2:20][CH2:19]5)[CH:12]=4)=[C:6]3[CH:5]=[CH:4][CH:3]=2)[CH2:33][CH2:32][CH2:31][CH2:30]1. The yield is 0.120. (2) The reactants are [S:1]([N:11]1[C:15]2=[N:16][CH:17]=[C:18]([NH:20][C:21](=[O:27])[O:22][C:23]([CH3:26])([CH3:25])[CH3:24])[N:19]=[C:14]2[CH:13]=[CH:12]1)([C:4]1[CH:10]=[CH:9][C:7]([CH3:8])=[CH:6][CH:5]=1)(=[O:3])=[O:2].[H-].[Na+].Br[CH2:31][C:32]([CH:34]1[CH2:38][CH:37]([N:39]([CH2:47][C:48]2[CH:53]=[CH:52][CH:51]=[CH:50][CH:49]=2)[CH2:40][C:41]2[CH:46]=[CH:45][CH:44]=[CH:43][CH:42]=2)[CH2:36][CH:35]1[CH3:54])=[O:33]. The catalyst is CN(C=O)C. The product is [CH2:47]([N:39]([CH2:40][C:41]1[CH:42]=[CH:43][CH:44]=[CH:45][CH:46]=1)[CH:37]1[CH2:38][CH:34]([C:32](=[O:33])[CH2:31][N:20]([C:18]2[N:19]=[C:14]3[CH:13]=[CH:12][N:11]([S:1]([C:4]4[CH:5]=[CH:6][C:7]([CH3:8])=[CH:9][CH:10]=4)(=[O:3])=[O:2])[C:15]3=[N:16][CH:17]=2)[C:21](=[O:27])[O:22][C:23]([CH3:24])([CH3:26])[CH3:25])[CH:35]([CH3:54])[CH2:36]1)[C:48]1[CH:49]=[CH:50][CH:51]=[CH:52][CH:53]=1. The yield is 0.970.